Dataset: Forward reaction prediction with 1.9M reactions from USPTO patents (1976-2016). Task: Predict the product of the given reaction. (1) Given the reactants [Cl-].[Mg+2].[Cl-].[C:4]([O:10][C:11]([CH3:14])([CH3:13])[CH3:12])(=[O:9])[CH2:5][C:6]([CH3:8])=[O:7].[CH2:15]([C:17]1[CH:22]=[CH:21][C:20]([CH2:23][C:24](Cl)=[O:25])=[CH:19][CH:18]=1)[CH3:16].C(O)(=O)CC(CC(O)=O)(C(O)=O)O, predict the reaction product. The product is: [C:11]([O:10][C:4](=[O:9])[CH:5]([C:6](=[O:7])[CH3:8])[C:24](=[O:25])[CH2:23][C:20]1[CH:21]=[CH:22][C:17]([CH2:15][CH3:16])=[CH:18][CH:19]=1)([CH3:14])([CH3:12])[CH3:13]. (2) Given the reactants [F:1][C:2]1[CH:15]=[CH:14][C:13]2[C:4](=[C:5]([CH3:16])[N:6]=[C:7]3[C:12]=2[CH:11]=[CH:10][CH:9]=[CH:8]3)[CH:3]=1.[BH4-].[Na+].FC(F)(F)C(O)=O.C1C=CC2C3C=CC=CC=3NCC=2C=1.C(N(CC)CC)C.[F:47][C:48]1[CH:49]=[C:50]([S:56](Cl)(=[O:58])=[O:57])[CH:51]=[CH:52][C:53]=1[O:54][CH3:55], predict the reaction product. The product is: [CH:2]1[CH:15]=[CH:14][C:13]2[C:12]3[CH:11]=[CH:10][CH:9]=[CH:8][C:7]=3[NH:6][CH2:5][C:4]=2[CH:3]=1.[F:1][C:2]1[CH:3]=[C:4]2[C:13](=[CH:14][CH:15]=1)[C:12]1[CH:11]=[CH:10][CH:9]=[CH:8][C:7]=1[N:6]([S:56]([C:50]1[CH:51]=[CH:52][C:53]([O:54][CH3:55])=[C:48]([F:47])[CH:49]=1)(=[O:57])=[O:58])[CH:5]2[CH3:16]. (3) Given the reactants [OH:1][C:2]1[C:7]2[C:8]([O:11][CH2:12][CH2:13][CH:14]3[CH2:19][CH2:18][N:17]([CH2:20][C:21]4([C:27]([O:29][CH3:30])=[O:28])[CH2:26][CH2:25][O:24][CH2:23][CH2:22]4)[CH2:16][CH2:15]3)=[N:9][O:10][C:6]=2[CH:5]=[CH:4][CH:3]=1.C(=O)([O-])[O-].[K+].[K+].FC(F)(F)S(O[CH2:43][C:44]([F:47])([F:46])[F:45])(=O)=O, predict the reaction product. The product is: [F:45][C:44]([F:47])([F:46])[CH2:43][O:1][C:2]1[C:7]2[C:8]([O:11][CH2:12][CH2:13][CH:14]3[CH2:19][CH2:18][N:17]([CH2:20][C:21]4([C:27]([O:29][CH3:30])=[O:28])[CH2:26][CH2:25][O:24][CH2:23][CH2:22]4)[CH2:16][CH2:15]3)=[N:9][O:10][C:6]=2[CH:5]=[CH:4][CH:3]=1. (4) The product is: [Cl:28][C:29]1[CH:30]=[C:31]([C@@H:39]([CH2:49][CH:50]2[CH2:54][CH2:53][CH2:52][CH2:51]2)[C:40]([NH:55][C:56]2[CH:60]=[CH:59][N:58]([C:61](=[O:67])[CH2:62][C:63]([OH:66])([CH3:65])[CH3:64])[N:57]=2)=[O:41])[CH:32]=[CH:33][C:34]=1[S:35]([CH3:38])(=[O:36])=[O:37]. Given the reactants C1(P(C2C=CC=CC=2)C2C=CC=CC=2)C=CC=CC=1.BrN1C(=O)CCC1=O.[Cl:28][C:29]1[CH:30]=[C:31]([C@@H:39]([CH2:49][CH:50]2[CH2:54][CH2:53][CH2:52][CH2:51]2)[C:40](NC2C=CN(C)N=2)=[O:41])[CH:32]=[CH:33][C:34]=1[S:35]([CH3:38])(=[O:37])=[O:36].[NH2:55][C:56]1[CH:60]=[CH:59][N:58]([C:61](=[O:67])[CH2:62][C:63]([OH:66])([CH3:65])[CH3:64])[N:57]=1.N1C(C)=CC=CC=1C, predict the reaction product. (5) Given the reactants [C:1]1([S:7]([NH:10][C:11]2[N:12]([CH3:27])[C:13]3[CH2:14][CH2:15][CH2:16][CH2:17][C:18]=3[C:19]=2[C:20]([O:22]C(C)(C)C)=[O:21])(=[O:9])=[O:8])[CH:6]=[CH:5][CH:4]=[CH:3][CH:2]=1.Cl, predict the reaction product. The product is: [C:1]1([S:7]([NH:10][C:11]2[N:12]([CH3:27])[C:13]3[CH2:14][CH2:15][CH2:16][CH2:17][C:18]=3[C:19]=2[C:20]([OH:22])=[O:21])(=[O:9])=[O:8])[CH:2]=[CH:3][CH:4]=[CH:5][CH:6]=1. (6) Given the reactants [CH:1]1([C:4]2[O:5][C:6]3[C:7](=[C:9]([C:24]#[N:25])[C:10]([CH3:23])=[C:11]([CH:21]=[O:22])[C:12]=3[N:13]3[CH2:17][CH2:16][C@H:15]([N:18]([CH3:20])[CH3:19])[CH2:14]3)[N:8]=2)[CH2:3][CH2:2]1.[BH4-].[Na+].C(=O)([O-])O.[Na+], predict the reaction product. The product is: [CH:1]1([C:4]2[O:5][C:6]3[C:7](=[C:9]([C:24]#[N:25])[C:10]([CH3:23])=[C:11]([CH2:21][OH:22])[C:12]=3[N:13]3[CH2:17][CH2:16][C@H:15]([N:18]([CH3:20])[CH3:19])[CH2:14]3)[N:8]=2)[CH2:2][CH2:3]1. (7) Given the reactants [Cl:1][C:2]1[CH:3]=[CH:4][C:5]2[C:11](=O)[C:10](=[CH:13]N(C)C)[CH2:9][C:8](=[O:17])[NH:7][C:6]=2[CH:18]=1.S(O)(O)(=O)=O.[CH3:24][N:25]([CH3:29])[C:26]([NH2:28])=[NH:27], predict the reaction product. The product is: [Cl:1][C:2]1[CH:3]=[CH:4][C:5]2[C:11]3[N:27]=[C:26]([N:25]([CH3:29])[CH3:24])[N:28]=[CH:13][C:10]=3[CH2:9][C:8](=[O:17])[NH:7][C:6]=2[CH:18]=1.